From a dataset of TCR-epitope binding with 47,182 pairs between 192 epitopes and 23,139 TCRs. Binary Classification. Given a T-cell receptor sequence (or CDR3 region) and an epitope sequence, predict whether binding occurs between them. (1) The epitope is ATDALMTGY. The TCR CDR3 sequence is CASRDILTSYNEQFF. Result: 1 (the TCR binds to the epitope). (2) The epitope is GMFNMLSTVLGVS. The TCR CDR3 sequence is CASSYAGLGSGANVLTF. Result: 1 (the TCR binds to the epitope). (3) Result: 1 (the TCR binds to the epitope). The epitope is KAFSPEVIPMF. The TCR CDR3 sequence is CASSAPDSQETQYF. (4) The epitope is KAYNVTQAF. The TCR CDR3 sequence is CASSLGVAGHNTGELFF. Result: 0 (the TCR does not bind to the epitope). (5) The epitope is KLMNIQQKL. The TCR CDR3 sequence is CASSLGQGNQPQHF. Result: 0 (the TCR does not bind to the epitope).